This data is from NCI-60 drug combinations with 297,098 pairs across 59 cell lines. The task is: Regression. Given two drug SMILES strings and cell line genomic features, predict the synergy score measuring deviation from expected non-interaction effect. (1) Drug 1: C1=CC(=CC=C1CC(C(=O)O)N)N(CCCl)CCCl.Cl. Drug 2: CC1CCCC2(C(O2)CC(NC(=O)CC(C(C(=O)C(C1O)C)(C)C)O)C(=CC3=CSC(=N3)C)C)C. Cell line: T-47D. Synergy scores: CSS=8.42, Synergy_ZIP=-4.22, Synergy_Bliss=0.358, Synergy_Loewe=-2.80, Synergy_HSA=-2.53. (2) Drug 1: C1CC(C1)(C(=O)O)C(=O)O.[NH2-].[NH2-].[Pt+2]. Drug 2: C1=NC2=C(N=C(N=C2N1C3C(C(C(O3)CO)O)F)Cl)N. Cell line: SW-620. Synergy scores: CSS=11.5, Synergy_ZIP=-1.17, Synergy_Bliss=2.38, Synergy_Loewe=0.117, Synergy_HSA=1.03. (3) Drug 1: CC1=CC2C(CCC3(C2CCC3(C(=O)C)OC(=O)C)C)C4(C1=CC(=O)CC4)C. Drug 2: CC(C1=C(C=CC(=C1Cl)F)Cl)OC2=C(N=CC(=C2)C3=CN(N=C3)C4CCNCC4)N. Cell line: HCC-2998. Synergy scores: CSS=-0.139, Synergy_ZIP=1.02, Synergy_Bliss=-1.33, Synergy_Loewe=-13.3, Synergy_HSA=-5.05. (4) Drug 1: CC1=CC2C(CCC3(C2CCC3(C(=O)C)OC(=O)C)C)C4(C1=CC(=O)CC4)C. Drug 2: C1=C(C(=O)NC(=O)N1)N(CCCl)CCCl. Cell line: HT29. Synergy scores: CSS=13.8, Synergy_ZIP=-8.12, Synergy_Bliss=-3.53, Synergy_Loewe=-16.3, Synergy_HSA=-4.61.